Dataset: Forward reaction prediction with 1.9M reactions from USPTO patents (1976-2016). Task: Predict the product of the given reaction. (1) Given the reactants [N:1]1([CH2:7][CH2:8][CH2:9][CH2:10][CH2:11][CH2:12][CH2:13][CH2:14][CH2:15][CH2:16][CH2:17][CH2:18][OH:19])[CH2:6][CH2:5][O:4][CH2:3][CH2:2]1.C[Si](O[Cr](O[Si](C)(C)C)(=O)=O)(C)C, predict the reaction product. The product is: [N:1]1([CH2:7][CH2:8][CH2:9][CH2:10][CH2:11][CH2:12][CH2:13][CH2:14][CH2:15][CH2:16][CH2:17][CH:18]=[O:19])[CH2:6][CH2:5][O:4][CH2:3][CH2:2]1. (2) Given the reactants [F:1][C:2]([F:9])([F:8])[C:3]1[CH:7]=[CH:6][NH:5][N:4]=1.F[C:11]1[CH:18]=[CH:17][C:14]([CH:15]=[O:16])=[CH:13][CH:12]=1.C(=O)([O-])[O-].[K+].[K+].O, predict the reaction product. The product is: [F:1][C:2]([F:9])([F:8])[C:3]1[CH:7]=[CH:6][N:5]([C:11]2[CH:18]=[CH:17][C:14]([CH:15]=[O:16])=[CH:13][CH:12]=2)[N:4]=1. (3) Given the reactants [C:1]([N:4]1[C:12]2[C:7](=[CH:8][C:9]([N+:13]([O-:15])=[O:14])=[CH:10][CH:11]=2)[CH2:6][C:5]1=[O:16])(=[O:3])[CH3:2].[CH3:17][O:18][C:19](OC)(OC)[C:20]1[CH:25]=[CH:24][CH:23]=[CH:22][CH:21]=1, predict the reaction product. The product is: [C:1]([N:4]1[C:12]2[C:7](=[CH:8][C:9]([N+:13]([O-:15])=[O:14])=[CH:10][CH:11]=2)[C:6](=[C:19]([O:18][CH3:17])[C:20]2[CH:25]=[CH:24][CH:23]=[CH:22][CH:21]=2)[C:5]1=[O:16])(=[O:3])[CH3:2]. (4) Given the reactants [CH2:1]1[C@H:5]2[C:6]3[CH:15]=[CH:14][CH:13]=[CH:12][C:7]=3[C:8](=[O:11])[NH:9][CH2:10][C@@H:4]2[CH2:3][NH:2]1.C(N(CC)CC)C.[C:23](O[C:23]([O:25][C:26]([CH3:29])([CH3:28])[CH3:27])=[O:24])([O:25][C:26]([CH3:29])([CH3:28])[CH3:27])=[O:24], predict the reaction product. The product is: [O:11]=[C:8]1[C:7]2[CH:12]=[CH:13][CH:14]=[CH:15][C:6]=2[C@@H:5]2[CH2:1][N:2]([C:23]([O:25][C:26]([CH3:29])([CH3:28])[CH3:27])=[O:24])[CH2:3][C@H:4]2[CH2:10][NH:9]1. (5) Given the reactants Cl.Cl.[NH2:3][C:4]1[C:36]([CH3:37])=[CH:35][C:7]([O:8][C:9]2[CH:10]=[CH:11][C:12]3[N:16]=[C:15]([CH2:17][O:18][C:19]4[CH:32]=[CH:31][C:22]([CH2:23][CH:24]5[S:28][C:27](=[O:29])[NH:26][C:25]5=[O:30])=[CH:21][CH:20]=4)[N:14]([CH3:33])[C:13]=3[CH:34]=2)=[CH:6][C:5]=1[CH3:38].[F:39][C:40]([F:51])([F:50])[C:41]1[CH:46]=[CH:45][C:44]([N:47]=[C:48]=[O:49])=[CH:43][CH:42]=1.C(N(CC)CC)C, predict the reaction product. The product is: [O:29]=[C:27]1[NH:26][C:25](=[O:30])[CH:24]([CH2:23][C:22]2[CH:21]=[CH:20][C:19]([O:18][CH2:17][C:15]3[N:14]([CH3:33])[C:13]4[CH:34]=[C:9]([O:8][C:7]5[CH:6]=[C:5]([CH3:38])[C:4]([NH:3][C:48]([NH:47][C:44]6[CH:43]=[CH:42][C:41]([C:40]([F:39])([F:50])[F:51])=[CH:46][CH:45]=6)=[O:49])=[C:36]([CH3:37])[CH:35]=5)[CH:10]=[CH:11][C:12]=4[N:16]=3)=[CH:32][CH:31]=2)[S:28]1. (6) Given the reactants [Cl:1][C:2]1[CH:7]=[C:6]([Cl:8])[CH:5]=[CH:4][C:3]=1[C:9]1[N:10]=[C:11](/[CH:16]=[CH:17]/[C:18]2[CH:23]=[CH:22][C:21]([C:24]3[CH:29]=[CH:28][C:27]([OH:30])=[CH:26][CH:25]=3)=[CH:20][CH:19]=2)[N:12]([CH2:14][CH3:15])[CH:13]=1.F[C:32]1[CH:33]=[CH:34][C:35]([N+:42]([O-:44])=[O:43])=[C:36]([CH:41]=1)[C:37]([O:39][CH3:40])=[O:38], predict the reaction product. The product is: [CH3:40][O:39][C:37](=[O:38])[C:36]1[CH:41]=[C:32]([O:30][C:27]2[CH:26]=[CH:25][C:24]([C:21]3[CH:22]=[CH:23][C:18](/[CH:17]=[CH:16]/[C:11]4[N:12]([CH2:14][CH3:15])[CH:13]=[C:9]([C:3]5[CH:4]=[CH:5][C:6]([Cl:8])=[CH:7][C:2]=5[Cl:1])[N:10]=4)=[CH:19][CH:20]=3)=[CH:29][CH:28]=2)[CH:33]=[CH:34][C:35]=1[N+:42]([O-:44])=[O:43]. (7) The product is: [Br:10][C:11]1[CH:18]=[CH:17][CH:16]=[CH:15][C:12]=1[CH:13]1[CH2:19][C:20]([CH3:22])([CH3:21])[C:9]2[C:2](=[CH:3][CH:4]=[C:5]([C:6]#[N:7])[CH:8]=2)[NH:1]1. Given the reactants [NH2:1][C:2]1[CH:9]=[CH:8][C:5]([C:6]#[N:7])=[CH:4][CH:3]=1.[Br:10][C:11]1[CH:18]=[CH:17][CH:16]=[CH:15][C:12]=1[CH:13]=O.[CH2:19]=[C:20]([CH3:22])[CH3:21].FC(F)(F)S([O-])(=O)=O.[Yb+3].FC(F)(F)S([O-])(=O)=O.FC(F)(F)S([O-])(=O)=O, predict the reaction product.